Predict the reactants needed to synthesize the given product. From a dataset of Full USPTO retrosynthesis dataset with 1.9M reactions from patents (1976-2016). (1) Given the product [Cl:18][CH2:14][C:9]1[CH:10]=[CH:11][CH:12]=[CH:13][C:8]=1[C:5]1[CH:6]=[CH:7][C:2]([F:1])=[CH:3][CH:4]=1, predict the reactants needed to synthesize it. The reactants are: [F:1][C:2]1[CH:7]=[CH:6][C:5]([C:8]2[CH:13]=[CH:12][CH:11]=[CH:10][C:9]=2[CH2:14]O)=[CH:4][CH:3]=1.O=S(Cl)[Cl:18]. (2) Given the product [Br:1][C:2]1[CH:7]=[CH:6][C:5]2[O:8][CH:9]=[CH:10][C:4]=2[C:3]=1[F:17], predict the reactants needed to synthesize it. The reactants are: [Br:1][C:2]1[CH:7]=[CH:6][C:5]([O:8][CH2:9][CH:10](OCC)OCC)=[CH:4][C:3]=1[F:17].